This data is from Full USPTO retrosynthesis dataset with 1.9M reactions from patents (1976-2016). The task is: Predict the reactants needed to synthesize the given product. Given the product [Br:1][C:2]1[CH:7]=[CH:6][C:5]2[NH:8][C:45]([CH2:44][O:47][C:20]3[CH:25]=[CH:24][C:23]([CH:43]4[CH2:42][CH2:48]4)=[CH:22][CH:21]=3)=[N:9][C:4]=2[CH:3]=1, predict the reactants needed to synthesize it. The reactants are: [Br:1][C:2]1[CH:3]=[C:4]([NH2:9])[C:5]([NH2:8])=[CH:6][CH:7]=1.F[P-](F)(F)(F)(F)F.N1(O[P+](N(C)C)(N(C)C)N(C)C)[C:21]2[CH:22]=[CH:23][CH:24]=[CH:25][C:20]=2N=N1.C(N([CH2:42][CH3:43])CC)C.[C:44]([OH:47])(=O)[CH3:45].[C:48](#N)C.